Dataset: Full USPTO retrosynthesis dataset with 1.9M reactions from patents (1976-2016). Task: Predict the reactants needed to synthesize the given product. (1) Given the product [CH3:31][C:16]1([CH3:30])[CH2:17][C:18]2[C:23](=[C:22]3[CH2:24][C:25]([CH3:27])([CH3:28])[O:26][C:21]3=[C:20]([OH:29])[CH:19]=2)[C:14]([C:10]2[CH:11]=[CH:12][CH:13]=[C:8]([C:35]3[CH:36]=[CH:37][N:32]=[CH:33][CH:34]=3)[CH:9]=2)=[N:15]1, predict the reactants needed to synthesize it. The reactants are: C(=O)([O-])[O-].[Na+].[Na+].Br[C:8]1[CH:9]=[C:10]([C:14]2[C:23]3[C:18](=[CH:19][C:20]([OH:29])=[C:21]4[O:26][C:25]([CH3:28])([CH3:27])[CH2:24][C:22]4=3)[CH2:17][C:16]([CH3:31])([CH3:30])[N:15]=2)[CH:11]=[CH:12][CH:13]=1.[N:32]1[CH:37]=[CH:36][C:35](B(O)O)=[CH:34][CH:33]=1.Cl. (2) Given the product [CH2:21]([N:11]1[CH2:10][C:9]2=[CH:8][NH:7][C:17]3[C:18]2=[C:13]([CH:14]=[CH:15][CH:16]=3)[CH2:12]1)[CH3:22], predict the reactants needed to synthesize it. The reactants are: [H-].[H-].[H-].[H-].[Li+].[Al+3].[NH:7]1[C:17]2[C:18]3[C:9]([CH2:10][NH:11][C:12](=O)[C:13]=3[CH:14]=[CH:15][CH:16]=2)=[CH:8]1.N1C2C3[C:22](CNCC=3C=CC=2)=[CH:21]1.C(=O)C.C(O[BH-](OC(=O)C)OC(=O)C)(=O)C.[Na+]. (3) Given the product [CH2:43]([O:42][C:41]([C:17]1[C:12]2[NH:11][C:9]3[C:10]([C:13]=2[CH:14]=[CH:15][N:16]=1)=[CH:5][CH:6]=[CH:7][CH:8]=3)=[O:47])[CH3:44], predict the reactants needed to synthesize it. The reactants are: N1[C:10]2[CH:9]([NH:11][CH2:12][CH2:13][CH2:14][CH2:15][NH:16][C:17](=O)OC(C)(C)C)[CH2:8][CH2:7][CH2:6][C:5]=2C=CC=1.N1C2C(=O)CCCC=2C=CC=1.NCCCCN[C:41](=[O:47])[O:42][C:43](C)(C)[CH3:44].[BH4-].[Na+].